Task: Predict the reaction yield, written as a fraction of the theoretical maximum amount of product (1.0 means a 100% yield; for example, 0.34 means a 34% yield).. Dataset: Reaction yield outcomes from USPTO patents with 853,638 reactions (1) The reactants are [F:1][C:2]1[CH:7]=[CH:6][C:5]([CH:8]([CH3:13])[C:9]([O:11][CH3:12])=[O:10])=[CH:4][CH:3]=1.C[Si](C)(C)[N-][Si](C)(C)C.[Li+].C[Si](C)(C)N[Si](C)(C)C.[CH2:33]([Li])CCC.CCCCCC.BrC[CH2:46][C:47]([CH3:50])([CH3:49])[CH3:48]. The catalyst is O1CCCC1. The product is [F:1][C:2]1[CH:3]=[CH:4][C:5]([C:8]([CH3:33])([CH2:13][CH2:46][C:47]([CH3:50])([CH3:49])[CH3:48])[C:9]([O:11][CH3:12])=[O:10])=[CH:6][CH:7]=1. The yield is 0.280. (2) The reactants are [CH3:1][S:2]([C:5]1[CH:10]=[CH:9][C:8]([NH:11]/[N:12]=[C:13](\[C:18](=[O:24])[CH2:19][C:20](OC)=[O:21])/[C:14]([O:16][CH3:17])=[O:15])=[CH:7][CH:6]=1)(=[O:4])=[O:3].O. The catalyst is ClC1C=CC=CC=1Cl. The product is [OH:24][C:18]1[C:13]([C:14]([O:16][CH3:17])=[O:15])=[N:12][N:11]([C:8]2[CH:9]=[CH:10][C:5]([S:2]([CH3:1])(=[O:4])=[O:3])=[CH:6][CH:7]=2)[C:20](=[O:21])[CH:19]=1. The yield is 0.491.